From a dataset of Full USPTO retrosynthesis dataset with 1.9M reactions from patents (1976-2016). Predict the reactants needed to synthesize the given product. (1) The reactants are: [CH2:1]([O:3][C:4]([C:6]1[C:7](=[O:27])[NH:8][C:9]([N:14]2[CH2:19][CH2:18][CH:17]([C:20]([O:22][C:23]([CH3:26])([CH3:25])[CH3:24])=[O:21])[CH2:16][CH2:15]2)=[C:10]([C:12]#[N:13])[CH:11]=1)=[O:5])[CH3:2].[CH3:28]I. Given the product [CH2:1]([O:3][C:4](=[O:5])[C:6]1[CH:11]=[C:10]([C:12]#[N:13])[C:9]([N:14]2[CH2:15][CH2:16][CH:17]([C:20]([O:22][C:23]([CH3:26])([CH3:25])[CH3:24])=[O:21])[CH2:18][CH2:19]2)=[N:8][C:7]=1[O:27][CH3:28])[CH3:2], predict the reactants needed to synthesize it. (2) Given the product [CH:5]1([NH:8][C:9]2[C:14]([C:15]([Cl:3])=[O:17])=[CH:13][CH:12]=[CH:11][N:10]=2)[CH2:7][CH2:6]1, predict the reactants needed to synthesize it. The reactants are: S(Cl)([Cl:3])=O.[CH:5]1([NH:8][C:9]2[C:14]([C:15]([OH:17])=O)=[CH:13][CH:12]=[CH:11][N:10]=2)[CH2:7][CH2:6]1. (3) The reactants are: CC1(C)C(C)(C)OB([C:9]2[CH:18]=[C:17]3[C:12]([CH:13]=[CH:14][CH:15]=[N:16]3)=[C:11]([O:19][C@@H:20]([C@H:22]3[CH2:26][NH:25][C:24](=[O:27])[CH2:23]3)[CH3:21])[CH:10]=2)O1.Br[C:30]1[CH:35]=[CH:34][C:33]([C:36]([F:39])([F:38])[F:37])=[CH:32][N:31]=1.C(=O)([O-])[O-].[Na+].[Na+]. Given the product [F:37][C:36]([F:39])([F:38])[C:33]1[CH:34]=[CH:35][C:30]([C:9]2[CH:18]=[C:17]3[C:12]([CH:13]=[CH:14][CH:15]=[N:16]3)=[C:11]([O:19][C@@H:20]([C@H:22]3[CH2:26][NH:25][C:24](=[O:27])[CH2:23]3)[CH3:21])[CH:10]=2)=[N:31][CH:32]=1, predict the reactants needed to synthesize it. (4) Given the product [C:1]([NH:5][C:6]([NH:11][CH:8]([CH3:10])[CH3:9])=[S:7])([CH3:4])([CH3:3])[CH3:2], predict the reactants needed to synthesize it. The reactants are: [C:1]([N:5]=[C:6]=[S:7])([CH3:4])([CH3:3])[CH3:2].[CH:8]([NH2:11])([CH3:10])[CH3:9].C(N(C(C)C)CC)(C)C.